From a dataset of Forward reaction prediction with 1.9M reactions from USPTO patents (1976-2016). Predict the product of the given reaction. (1) The product is: [NH2:1][C:2]1[CH:9]=[CH:8][C:7]([S:10][C:11]#[N:12])=[CH:6][C:3]=1[C:4]#[N:5]. Given the reactants [NH2:1][C:2]1[CH:9]=[CH:8][CH:7]=[CH:6][C:3]=1[C:4]#[N:5].[S-:10][C:11]#[N:12].[Na+].BrBr.C([O-])(O)=O.[Na+], predict the reaction product. (2) The product is: [C:29]([NH:30][C@H:31]1[CH2:35][CH2:34][N:33]([C:9]2[CH:8]=[CH:7][C:3]([C:4]([NH2:6])=[O:5])=[C:2]([NH:12][C:13]3[CH:23]=[CH:22][C:16]([C:17](=[O:18])[N:19]([CH3:21])[CH3:20])=[CH:15][CH:14]=3)[N:10]=2)[CH2:32]1)(=[O:36])[CH:37]=[CH2:38]. Given the reactants Cl[C:2]1[N:10]=[C:9](Cl)[CH:8]=[CH:7][C:3]=1[C:4]([NH2:6])=[O:5].[NH2:12][C:13]1[CH:23]=[CH:22][C:16]([C:17]([N:19]([CH3:21])[CH3:20])=[O:18])=[CH:15][CH:14]=1.C(O[C:29](=[O:36])[NH:30][C@H:31]1[CH2:35][CH2:34][NH:33][CH2:32]1)(C)(C)C.[C:37](O)(=O)[CH:38]=C, predict the reaction product. (3) Given the reactants [Cl:1][C:2]1[CH:3]=[CH:4][C:5]2[O:9][C:8]([CH2:10][CH:11]3[CH2:16][N:15](C)[CH2:14][CH2:13][N:12]3[C:18]([C:20]3[N:21]=[C:22]([CH3:32])[S:23][C:24]=3[C:25]3[CH:30]=[CH:29][C:28]([F:31])=[CH:27][CH:26]=3)=[O:19])=[CH:7][C:6]=2[CH:33]=1.C1C=C2C(N/N=C3/C4C=CC(S([O-])(=O)=O)=CC=4C=C(S([O-])(=O)=O)C/3=O)=CC=C(S([O-])(=O)=O)C2=CC=1.[Na+].[Na+].[Na+], predict the reaction product. The product is: [Cl:1][C:2]1[CH:3]=[CH:4][C:5]2[O:9][C:8]([CH2:10][CH:11]3[CH2:16][NH:15][CH2:14][CH2:13][N:12]3[C:18]([C:20]3[N:21]=[C:22]([CH3:32])[S:23][C:24]=3[C:25]3[CH:30]=[CH:29][C:28]([F:31])=[CH:27][CH:26]=3)=[O:19])=[CH:7][C:6]=2[CH:33]=1.